From a dataset of Forward reaction prediction with 1.9M reactions from USPTO patents (1976-2016). Predict the product of the given reaction. (1) Given the reactants [NH2:1][C:2]1[N:10]=[C:9]2[C:5]([N:6]=[CH:7][N:8]2[C@@H:11]2[O:15][C@H:14]([CH2:16][OH:17])[C@@H:13]([OH:18])[C@:12]2([F:20])[CH3:19])=[C:4]([O:21][CH2:22][CH3:23])[N:3]=1.C([Mg]Cl)(C)(C)C.[Cl:30][C:31]1[CH:59]=[CH:58][C:34]([O:35][P:36]([NH:50][C@@H:51]([CH3:57])[C:52]([O:54][CH2:55][CH3:56])=[O:53])(OC2C(F)=C(F)C(F)=C(F)C=2F)=[O:37])=[CH:33][CH:32]=1, predict the reaction product. The product is: [NH2:1][C:2]1[N:10]=[C:9]2[C:5]([N:6]=[CH:7][N:8]2[C@@H:11]2[O:15][C@H:14]([CH2:16][O:17][P:36]([NH:50][C@@H:51]([CH3:57])[C:52]([O:54][CH2:55][CH3:56])=[O:53])([O:35][C:34]3[CH:33]=[CH:32][C:31]([Cl:30])=[CH:59][CH:58]=3)=[O:37])[C@@H:13]([OH:18])[C@:12]2([F:20])[CH3:19])=[C:4]([O:21][CH2:22][CH3:23])[N:3]=1. (2) Given the reactants C[O:2][C:3](=[O:22])[C:4]([CH3:21])=[CH:5][C:6]1[CH:11]=[CH:10][C:9]([O:12][CH2:13][C:14]2[CH:19]=[CH:18][CH:17]=[C:16]([F:20])[CH:15]=2)=[CH:8][CH:7]=1.[OH-].[K+], predict the reaction product. The product is: [F:20][C:16]1[CH:15]=[C:14]([CH:19]=[CH:18][CH:17]=1)[CH2:13][O:12][C:9]1[CH:8]=[CH:7][C:6]([CH:5]=[C:4]([CH3:21])[C:3]([OH:22])=[O:2])=[CH:11][CH:10]=1. (3) Given the reactants [CH3:1][Si:2]([CH3:21])([CH3:20])[CH2:3][CH2:4][O:5][CH2:6][N:7]1[C:15]2[CH:14]=[C:13]([C:16](OC)=[O:17])[N:12]=[CH:11][C:10]=2[N:9]=[N:8]1.[BH4-].[Na+], predict the reaction product. The product is: [CH3:1][Si:2]([CH3:21])([CH3:20])[CH2:3][CH2:4][O:5][CH2:6][N:7]1[C:15]2[CH:14]=[C:13]([CH2:16][OH:17])[N:12]=[CH:11][C:10]=2[N:9]=[N:8]1. (4) The product is: [C:29]([C:15]1[CH:16]=[C:17]([NH:18][C:19]([NH:21][C:22]2[CH:23]=[CH:24][C:25]([F:28])=[CH:26][CH:27]=2)=[O:20])[N:13]([C:9]2[CH:8]=[C:7]([CH2:6][CH2:5][C:4]([OH:33])=[O:3])[CH:12]=[CH:11][CH:10]=2)[N:14]=1)([CH3:32])([CH3:30])[CH3:31]. Given the reactants C([O:3][C:4](=[O:33])[CH2:5][CH2:6][C:7]1[CH:12]=[CH:11][CH:10]=[C:9]([N:13]2[C:17]([NH:18][C:19]([NH:21][C:22]3[CH:27]=[CH:26][C:25]([F:28])=[CH:24][CH:23]=3)=[O:20])=[CH:16][C:15]([C:29]([CH3:32])([CH3:31])[CH3:30])=[N:14]2)[CH:8]=1)C.[Li+].[OH-], predict the reaction product. (5) Given the reactants [NH:1]1[CH2:7][CH2:6][CH2:5][CH2:4][C:3]2[CH:8]=[CH:9][CH:10]=[CH:11][C:2]1=2.C(N(CC)CC)C.[F:19][C:20]1[CH:25]=[CH:24][C:23]([S:26](Cl)(=[O:28])=[O:27])=[CH:22][C:21]=1[N+:30]([O-])=O.O, predict the reaction product. The product is: [F:19][C:20]1[CH:25]=[CH:24][C:23]([S:26]([N:1]2[C:2]3[CH:11]=[CH:10][CH:9]=[CH:8][C:3]=3[CH2:4][CH2:5][CH2:6][CH2:7]2)(=[O:28])=[O:27])=[CH:22][C:21]=1[NH2:30]. (6) Given the reactants Br[C:2]1[CH:7]=[CH:6][C:5]([C:8](=[O:11])[CH2:9][CH3:10])=[CH:4][CH:3]=1.[F:12][C:13]([F:24])([F:23])[C:14]1[C:22]2[CH2:21][CH2:20][CH2:19][CH2:18][C:17]=2[NH:16][N:15]=1, predict the reaction product. The product is: [F:24][C:13]([F:12])([F:23])[C:14]1[C:22]2[CH2:21][CH2:20][CH2:19][CH2:18][C:17]=2[N:16]([C:2]2[CH:7]=[CH:6][C:5]([C:8](=[O:11])[CH2:9][CH3:10])=[CH:4][CH:3]=2)[N:15]=1.